Dataset: Forward reaction prediction with 1.9M reactions from USPTO patents (1976-2016). Task: Predict the product of the given reaction. (1) Given the reactants [F:1][C:2]1[CH:21]=[CH:20][C:5]2[C:6]([C:9]3[CH:14]=[CH:13][C:12]([O:15][CH2:16][C@H:17]4[CH2:19][O:18]4)=[CH:11][CH:10]=3)=[N:7][O:8][C:4]=2[CH:3]=1.[C:22]([C:24]1([C:30]2[CH:35]=[CH:34][CH:33]=[CH:32][CH:31]=2)[CH2:29][CH2:28][NH:27][CH2:26][CH2:25]1)#[N:23], predict the reaction product. The product is: [F:1][C:2]1[CH:21]=[CH:20][C:5]2[C:6]([C:9]3[CH:10]=[CH:11][C:12]([O:15][CH2:16][C@H:17]([OH:18])[CH2:19][N:27]4[CH2:26][CH2:25][C:24]([C:30]5[CH:35]=[CH:34][CH:33]=[CH:32][CH:31]=5)([C:22]#[N:23])[CH2:29][CH2:28]4)=[CH:13][CH:14]=3)=[N:7][O:8][C:4]=2[CH:3]=1. (2) The product is: [O:11]=[C:7]1[C:8]2[C:4](=[CH:3][C:2]([NH:1][C:16]([C:15]3[CH:19]=[CH:20][C:21]([C:29]4[CH:28]=[CH:9][CH:10]=[CH:2][CH:3]=4)=[CH:13][CH:14]=3)=[O:17])=[CH:10][CH:9]=2)[CH2:5][CH2:6]1. Given the reactants [NH2:1][C:2]1[CH:3]=[C:4]2[C:8](=[CH:9][CH:10]=1)[C:7](=[O:11])[CH2:6][CH2:5]2.Cl[C:13]1[CH:14]=[C:15]([CH:19]=[C:20](Cl)[CH:21]=1)[C:16](Cl)=[O:17].C(N([CH2:28][CH3:29])CC)C, predict the reaction product. (3) Given the reactants [CH3:1][C:2]1[C:3]([NH:15][CH:16]2[CH2:33][CH2:32][C:19]3([CH2:24][CH2:23][N:22](C(OC(C)(C)C)=O)[CH2:21][CH2:20]3)[CH2:18][CH2:17]2)=[N:4][C:5]([NH:8][C:9]2[CH:10]=[N:11][N:12]([CH3:14])[CH:13]=2)=[N:6][CH:7]=1.Cl.CCOC(C)=O, predict the reaction product. The product is: [CH3:1][C:2]1[C:3]([NH:15][CH:16]2[CH2:33][CH2:32][C:19]3([CH2:24][CH2:23][NH:22][CH2:21][CH2:20]3)[CH2:18][CH2:17]2)=[N:4][C:5]([NH:8][C:9]2[CH:10]=[N:11][N:12]([CH3:14])[CH:13]=2)=[N:6][CH:7]=1. (4) The product is: [NH2:26][C:6]1[N:5]=[C:4](/[C:1](=[N:31]\[OH:32])/[CH3:2])[CH:25]=[CH:24][C:7]=1[C:8]([NH:10][CH2:11][C:12]1[S:13][C:14]([O:17][C:18]2[CH:23]=[CH:22][CH:21]=[CH:20][CH:19]=2)=[CH:15][CH:16]=1)=[O:9]. Given the reactants [C:1]([C:4]1[CH:25]=[CH:24][C:7]([C:8]([NH:10][CH2:11][C:12]2[S:13][C:14]([O:17][C:18]3[CH:23]=[CH:22][CH:21]=[CH:20][CH:19]=3)=[CH:15][CH:16]=2)=[O:9])=[C:6]([NH2:26])[N:5]=1)(=O)[CH3:2].C(O)C.Cl.[NH2:31][OH:32].C([O-])(=O)C.[Na+], predict the reaction product. (5) Given the reactants [CH2:1]([C:3]1[C:8](=[O:9])[NH:7][C:6]([CH3:10])=[C:5]([C:11]2[S:15][C:14]([CH:16]=[O:17])=[CH:13][CH:12]=2)[CH:4]=1)[CH3:2].[BH4-].[Na+], predict the reaction product. The product is: [CH2:1]([C:3]1[C:8](=[O:9])[NH:7][C:6]([CH3:10])=[C:5]([C:11]2[S:15][C:14]([CH2:16][OH:17])=[CH:13][CH:12]=2)[CH:4]=1)[CH3:2]. (6) Given the reactants CN(C)C=O.Br[C:7]1[CH:8]=[CH:9][C:10]([F:15])=[C:11]([CH:14]=1)[C:12]#[N:13].C([Sn](CCCC)(CCCC)[C:21]1[S:22][CH:23]=[CH:24][CH:25]=1)CCC, predict the reaction product. The product is: [F:15][C:10]1[CH:9]=[CH:8][C:7]([C:21]2[S:22][CH:23]=[CH:24][CH:25]=2)=[CH:14][C:11]=1[C:12]#[N:13]. (7) The product is: [Br:1][C:2]1[CH:3]=[C:4]2[CH2:12][CH2:11][C:10]3[CH:13]=[C:14]([Cl:17])[CH:15]=[CH:16][C:9]=3[CH:8]([N:18]3[CH2:19][CH2:20][N:21]([C:24](=[O:25])[CH2:26][CH:27]4[CH2:32][CH2:31][NH:30][CH2:29][CH2:28]4)[CH2:22][CH2:23]3)[C:5]2=[N:6][CH:7]=1. Given the reactants [Br:1][C:2]1[CH:3]=[C:4]2[CH2:12][CH2:11][C:10]3[CH:13]=[C:14]([Cl:17])[CH:15]=[CH:16][C:9]=3[CH:8]([N:18]3[CH2:23][CH2:22][N:21]([C:24]([CH2:26][CH:27]4[CH2:32][CH2:31][N:30](C(OC(C)(C)C)=O)[CH2:29][CH2:28]4)=[O:25])[CH2:20][CH2:19]3)[C:5]2=[N:6][CH:7]=1.OS(O)(=O)=O.[OH-].[Na+], predict the reaction product. (8) Given the reactants [NH2:1][C:2]1[N:7]=[CH:6][C:5]([C:8]([N:10]2[CH2:15][CH2:14][N:13]([C:16]3[C:21]([CH3:22])=[CH:20][C:19]([CH:23]4[CH2:25][CH2:24]4)=[CH:18][N:17]=3)[CH2:12][CH2:11]2)=[O:9])=[C:4]([CH3:26])[CH:3]=1.Cl[CH2:28][CH2:29][CH2:30][S:31](Cl)(=[O:33])=[O:32], predict the reaction product. The product is: [CH:23]1([C:19]2[CH:20]=[C:21]([CH3:22])[C:16]([N:13]3[CH2:14][CH2:15][N:10]([C:8]([C:5]4[CH:6]=[N:7][C:2]([N:1]5[CH2:28][CH2:29][CH2:30][S:31]5(=[O:33])=[O:32])=[CH:3][C:4]=4[CH3:26])=[O:9])[CH2:11][CH2:12]3)=[N:17][CH:18]=2)[CH2:25][CH2:24]1. (9) Given the reactants [CH3:1][C:2]1[NH:3][C:4]2[C:9]([CH:10]=1)=[CH:8][C:7]([CH3:11])=[CH:6][CH:5]=2.[F:12][CH:13]([F:26])[O:14][C:15]1[CH:16]=[CH:17][CH:18]=[C:19]2[C:24]=1[N:23]=[CH:22][CH:21]=[C:20]2Cl, predict the reaction product. The product is: [F:26][CH:13]([F:12])[O:14][C:15]1[CH:16]=[CH:17][CH:18]=[C:19]2[C:24]=1[N:23]=[C:22]([C:10]1[C:9]3[C:4](=[CH:5][CH:6]=[C:7]([CH3:11])[CH:8]=3)[NH:3][C:2]=1[CH3:1])[CH:21]=[CH:20]2. (10) Given the reactants C(OC([NH:8][CH:9]([C:29](=[O:33])[N:30]([CH3:32])[CH3:31])[CH2:10][C:11]1[CH:28]=[CH:27][C:14]([O:15][C:16]2[CH:21]=[CH:20][C:19]([CH2:22][CH2:23][C:24]([OH:26])=[O:25])=[CH:18][CH:17]=2)=[CH:13][CH:12]=1)=O)(C)(C)C.C(Cl)[Cl:35], predict the reaction product. The product is: [ClH:35].[NH2:8][CH:9]([C:29](=[O:33])[N:30]([CH3:32])[CH3:31])[CH2:10][C:11]1[CH:28]=[CH:27][C:14]([O:15][C:16]2[CH:21]=[CH:20][C:19]([CH2:22][CH2:23][C:24]([OH:26])=[O:25])=[CH:18][CH:17]=2)=[CH:13][CH:12]=1.